This data is from Reaction yield outcomes from USPTO patents with 853,638 reactions. The task is: Predict the reaction yield, written as a fraction of the theoretical maximum amount of product (1.0 means a 100% yield; for example, 0.34 means a 34% yield). (1) The reactants are [CH3:1][C:2]1[O:6][N:5]=[C:4]([C:7]2[CH:12]=[CH:11][CH:10]=[CH:9][CH:8]=2)[C:3]=1[C:13]([NH:15][NH2:16])=[O:14].[CH3:17][O:18][C:19]1[CH:27]=[C:26]([O:28][CH3:29])[CH:25]=[CH:24][C:20]=1[C:21](O)=O. No catalyst specified. The product is [CH3:17][O:18][C:19]1[CH:27]=[C:26]([O:28][CH3:29])[CH:25]=[CH:24][C:20]=1[C:21]1[O:14][C:13]([C:3]2[C:4]([C:7]3[CH:12]=[CH:11][CH:10]=[CH:9][CH:8]=3)=[N:5][O:6][C:2]=2[CH3:1])=[N:15][N:16]=1. The yield is 0.620. (2) The reactants are [Cl:1][C:2]1[CH:3]=[C:4]([CH:12]([CH2:16][CH:17]2[CH2:21][CH2:20][CH2:19][CH2:18]2)[C:13]([OH:15])=O)[CH:5]=[CH:6][C:7]=1[S:8]([CH3:11])(=[O:10])=[O:9].C(Cl)(=O)C(Cl)=O.[NH2:28][C:29]1[CH:34]=[N:33][CH:32]=[CH:31][N:30]=1.N1C=CC=CC=1. The catalyst is C(Cl)Cl.CN(C)C=O.O1CCCC1.O. The product is [Cl:1][C:2]1[CH:3]=[C:4]([CH:12]([CH2:16][CH:17]2[CH2:21][CH2:20][CH2:19][CH2:18]2)[C:13]([NH:28][C:29]2[CH:34]=[N:33][CH:32]=[CH:31][N:30]=2)=[O:15])[CH:5]=[CH:6][C:7]=1[S:8]([CH3:11])(=[O:9])=[O:10]. The yield is 0.860. (3) The reactants are [N:1]1([C:6]2[CH:11]=[CH:10][C:9]([C:12]3[N:16]([C:17]4[CH:22]=[CH:21][C:20]([C:23](=O)[NH2:24])=[CH:19][C:18]=4[CH3:26])[C:15]([CH2:27][CH2:28][C:29]([O:31][CH2:32][CH3:33])=[O:30])=[CH:14][CH:13]=3)=[CH:8][CH:7]=2)[CH:5]=[CH:4][N:3]=[CH:2]1.O=P(Cl)(Cl)Cl.C([O-])([O-])=O.[Na+].[Na+]. The catalyst is CN(C=O)C. The product is [N:1]1([C:6]2[CH:7]=[CH:8][C:9]([C:12]3[N:16]([C:17]4[CH:22]=[CH:21][C:20]([C:23]#[N:24])=[CH:19][C:18]=4[CH3:26])[C:15]([CH2:27][CH2:28][C:29]([O:31][CH2:32][CH3:33])=[O:30])=[CH:14][CH:13]=3)=[CH:10][CH:11]=2)[CH:5]=[CH:4][N:3]=[CH:2]1. The yield is 0.530. (4) The catalyst is CN(C)C=O. The reactants are [CH3:1][C:2]1([CH3:25])[C:7]2[CH:8]=[C:9]([O:12][S:13]([C:16]3[CH:21]=[CH:20][CH:19]=[C:18]([Cl:22])[C:17]=3[Cl:23])(=[O:15])=[O:14])[CH:10]=[CH:11][C:6]=2[NH:5][C:4](=[O:24])[O:3]1.[C:26](=O)([O-])[O-].[K+].[K+].CI. The product is [CH3:26][N:5]1[C:6]2[CH:11]=[CH:10][C:9]([O:12][S:13]([C:16]3[CH:21]=[CH:20][CH:19]=[C:18]([Cl:22])[C:17]=3[Cl:23])(=[O:15])=[O:14])=[CH:8][C:7]=2[C:2]([CH3:25])([CH3:1])[O:3][C:4]1=[O:24]. The yield is 0.590. (5) The reactants are O[CH:2]=[C:3]1[C:11]2[C:6](=[CH:7][C:8]([C:12]([C:14]3[CH:15]=[C:16]([NH:20][C:21]([C:23]4[N:24]([CH3:29])[N:25]=[C:26]([CH3:28])[CH:27]=4)=[O:22])[CH:17]=[CH:18][CH:19]=3)=[O:13])=[CH:9][CH:10]=2)[NH:5][C:4]1=[O:30].[CH3:31][N:32]1[CH2:37][CH2:36][N:35]([CH2:38][CH2:39][CH2:40][NH:41][C:42]2[CH:47]=[CH:46][C:45]([NH2:48])=[CH:44][CH:43]=2)[CH2:34][CH2:33]1. The catalyst is C1COCC1. The product is [CH3:31][N:32]1[CH2:33][CH2:34][N:35]([CH2:38][CH2:39][CH2:40][NH:41][C:42]2[CH:43]=[CH:44][C:45]([NH:48][CH:2]=[C:3]3[C:11]4[C:6](=[CH:7][C:8]([C:12]([C:14]5[CH:15]=[C:16]([NH:20][C:21]([C:23]6[N:24]([CH3:29])[N:25]=[C:26]([CH3:28])[CH:27]=6)=[O:22])[CH:17]=[CH:18][CH:19]=5)=[O:13])=[CH:9][CH:10]=4)[NH:5][C:4]3=[O:30])=[CH:46][CH:47]=2)[CH2:36][CH2:37]1. The yield is 0.510. (6) The reactants are [CH2:1]([O:3][C:4](=[O:29])[CH2:5][C:6]1[CH:11]=[CH:10][C:9]([NH:12][C:13]([NH:15][C:16]2[S:17][C:18](Br)=[CH:19][N:20]=2)=[O:14])=[C:8]([C:22]([CH:24]2[CH2:28][CH2:27][CH2:26][CH2:25]2)=[O:23])[CH:7]=1)[CH3:2].[NH:30]1[CH:34]=[CH:33][N:32]=[C:31]1[SH:35]. No catalyst specified. The product is [CH2:1]([O:3][C:4](=[O:29])[CH2:5][C:6]1[CH:11]=[CH:10][C:9]([NH:12][C:13]([NH:15][C:16]2[S:17][C:18]([S:35][C:31]3[NH:30][CH:34]=[CH:33][N:32]=3)=[CH:19][N:20]=2)=[O:14])=[C:8]([C:22]([CH:24]2[CH2:28][CH2:27][CH2:26][CH2:25]2)=[O:23])[CH:7]=1)[CH3:2]. The yield is 0.240.